This data is from Catalyst prediction with 721,799 reactions and 888 catalyst types from USPTO. The task is: Predict which catalyst facilitates the given reaction. (1) Reactant: [C:1](O)(C(F)(F)F)=O.C([O:12][C:13]([N:15]1[CH2:18][CH:17]([C:19]([C:28]2[CH:29]=[C:30]3[C:35](=[CH:36][CH:37]=2)[N:34]=[C:33]([O:38][CH3:39])[C:32]([CH2:40][N:41]2[CH2:46][CH2:45][CH:44]([C:47]([F:50])([F:49])[F:48])[CH2:43][CH2:42]2)=[C:31]3[Cl:51])([C:21]2[N:25]([CH3:26])[C:24]([CH3:27])=[N:23][CH:22]=2)[OH:20])[CH2:16]1)=O)(C)(C)C.CC(OC(C)=O)=O. Product: [Cl:51][C:31]1[C:30]2[C:35](=[CH:36][CH:37]=[C:28]([C:19]([C:21]3[N:25]([CH3:26])[C:24]([CH3:27])=[N:23][CH:22]=3)([OH:20])[CH:17]3[CH2:18][N:15]([C:13](=[O:12])[CH3:1])[CH2:16]3)[CH:29]=2)[N:34]=[C:33]([O:38][CH3:39])[C:32]=1[CH2:40][N:41]1[CH2:42][CH2:43][CH:44]([C:47]([F:50])([F:48])[F:49])[CH2:45][CH2:46]1. The catalyst class is: 2. (2) Reactant: [CH3:1][O:2][C:3]1[CH:8]=[CH:7][NH:6][C:5](=[O:9])[CH:4]=1.[C:10](=O)([O-])[O-].[K+].[K+].IC. Product: [CH3:1][O:2][C:3]1[CH:8]=[CH:7][N:6]([CH3:10])[C:5](=[O:9])[CH:4]=1. The catalyst class is: 3. (3) Reactant: [CH2:1]([N:3]1[C:11](=[O:12])[CH:10]([CH2:13][C:14]2[CH:19]=[CH:18][CH:17]=[CH:16][CH:15]=2)[CH2:9][C@H:4]1[C:5]([O:7]C)=[O:6])[CH3:2].[OH-].[Na+]. Product: [CH2:1]([N:3]1[C:11](=[O:12])[CH:10]([CH2:13][C:14]2[CH:15]=[CH:16][CH:17]=[CH:18][CH:19]=2)[CH2:9][C@H:4]1[C:5]([OH:7])=[O:6])[CH3:2]. The catalyst class is: 5. (4) Reactant: [C:1]([O:5][C:6]([N:8]1[C:16]2[C:11](=[CH:12][CH:13]=[C:14]([O:17][Si](C(C)(C)C)(C)C)[CH:15]=2)[C:10]([NH2:25])=[N:9]1)=[O:7])([CH3:4])([CH3:3])[CH3:2].CCCC[N+](CCCC)(CCCC)CCCC.[F-].O.C(Cl)Cl.CCOC(C)=O. Product: [C:1]([O:5][C:6]([N:8]1[C:16]2[C:11](=[CH:12][CH:13]=[C:14]([OH:17])[CH:15]=2)[C:10]([NH2:25])=[N:9]1)=[O:7])([CH3:4])([CH3:2])[CH3:3]. The catalyst class is: 1.